Dataset: Full USPTO retrosynthesis dataset with 1.9M reactions from patents (1976-2016). Task: Predict the reactants needed to synthesize the given product. (1) Given the product [C:11]12([CH2:9][C:8](=[O:10])[C:3]3[C:2](=[CH:7][CH:6]=[CH:5][CH:4]=3)[O:1]1)[CH2:16][CH2:15][CH2:14][CH2:13][CH2:12]2, predict the reactants needed to synthesize it. The reactants are: [OH:1][C:2]1[CH:7]=[CH:6][CH:5]=[CH:4][C:3]=1[C:8](=[O:10])[CH3:9].[C:11]1(=O)[CH2:16][CH2:15][CH2:14][CH2:13][CH2:12]1.N1CCCC1. (2) The reactants are: [F:1][C:2]1[CH:3]=[C:4]([CH:13]=[CH:14][C:15]=1[F:16])[CH2:5][CH2:6][NH:7][C:8](=O)[O:9]CC.O=P12OP3(OP(OP(O3)(O1)=O)(=O)O2)=O. Given the product [F:1][C:2]1[CH:3]=[C:4]2[C:13](=[CH:14][C:15]=1[F:16])[C:8](=[O:9])[NH:7][CH2:6][CH2:5]2, predict the reactants needed to synthesize it. (3) The reactants are: I[CH2:2][C:3]1[CH:4]=[C:5]([CH3:22])[CH:6]=[C:7]2[C:12]=1[O:11][CH:10]([C:13]([F:16])([F:15])[F:14])[C:9]([C:17]([O:19][CH2:20][CH3:21])=[O:18])=[CH:8]2.[CH3:23][O-:24].[Na+]. Given the product [CH3:23][O:24][CH2:2][C:3]1[CH:4]=[C:5]([CH3:22])[CH:6]=[C:7]2[C:12]=1[O:11][CH:10]([C:13]([F:16])([F:15])[F:14])[C:9]([C:17]([O:19][CH2:20][CH3:21])=[O:18])=[CH:8]2, predict the reactants needed to synthesize it. (4) Given the product [NH2:1][C:4]1[CH:9]=[CH:8][CH:7]=[CH:6][C:5]=1[NH:10][CH2:11][C@@H:12]1[CH2:17][CH2:16][CH2:15][N:14]([C:18]([O:20][C:21]([CH3:24])([CH3:23])[CH3:22])=[O:19])[CH2:13]1, predict the reactants needed to synthesize it. The reactants are: [N+:1]([C:4]1[CH:9]=[CH:8][CH:7]=[CH:6][C:5]=1[NH:10][CH2:11][C@@H:12]1[CH2:17][CH2:16][CH2:15][N:14]([C:18]([O:20][C:21]([CH3:24])([CH3:23])[CH3:22])=[O:19])[CH2:13]1)([O-])=O.NC1C=CC=CC=1NCC(C)(C)CNC(=O)OC(C)(C)C. (5) Given the product [Cl:11][C:5]1[CH:4]=[CH:3][C:2]([NH:1][C:15](=[O:16])[C:14]2[CH:18]=[C:19]([C:22]([F:23])([F:24])[F:25])[CH:20]=[CH:21][C:13]=2[F:12])=[CH:10][C:6]=1[C:7]([OH:9])=[O:8], predict the reactants needed to synthesize it. The reactants are: [NH2:1][C:2]1[CH:3]=[CH:4][C:5]([Cl:11])=[C:6]([CH:10]=1)[C:7]([OH:9])=[O:8].[F:12][C:13]1[CH:21]=[CH:20][C:19]([C:22]([F:25])([F:24])[F:23])=[CH:18][C:14]=1[C:15](Cl)=[O:16]. (6) Given the product [Br:35][C:29]1[CH:28]=[C:27]([C@H:25]([OH:26])[CH2:24][NH:23][C:3]2[CH:8]=[CH:7][NH:6][C:5](=[O:9])[C:4]=2[C:10]2[NH:21][C:20]3[CH:19]=[C:18]4[C:14]([CH:15]=[N:16][NH:17]4)=[CH:13][C:12]=3[N:11]=2)[CH:32]=[CH:31][C:30]=1[O:33][CH3:34], predict the reactants needed to synthesize it. The reactants are: Cl.Cl[C:3]1[CH:8]=[CH:7][NH:6][C:5](=[O:9])[C:4]=1[C:10]1[NH:21][C:20]2[CH:19]=[C:18]3[C:14]([CH:15]=[N:16][NH:17]3)=[CH:13][C:12]=2[N:11]=1.Cl.[NH2:23][CH2:24][C@H:25]([C:27]1[CH:32]=[CH:31][C:30]([O:33][CH3:34])=[C:29]([Br:35])[CH:28]=1)[OH:26].CN1CCOCC1. (7) Given the product [F:1][C:2]1[CH:3]=[C:4]([CH:16]=[CH:17][CH:18]=1)[CH2:5][C:6]1[O:10][C:9]([CH:11]=[O:12])=[CH:8][CH:7]=1, predict the reactants needed to synthesize it. The reactants are: [F:1][C:2]1[CH:3]=[C:4]([CH:16]=[CH:17][CH:18]=1)[CH2:5][C:6]1[O:10][C:9]([CH:11]2OCC[O:12]2)=[CH:8][CH:7]=1.O1CCOC1C1OC=CC=1.C(O)(=O)C(O)=O.O.